This data is from Reaction yield outcomes from USPTO patents with 853,638 reactions. The task is: Predict the reaction yield, written as a fraction of the theoretical maximum amount of product (1.0 means a 100% yield; for example, 0.34 means a 34% yield). The reactants are [S:1]1[CH:5]=[CH:4][CH:3]=[C:2]1[C:6](=[NH:30])[NH:7][C:8]1[CH:9]=[CH:10][C:11]2[N:16]([CH:17]3[CH2:21][CH2:20][N:19](C(OC(C)(C)C)=O)[CH2:18]3)[CH2:15][CH2:14][S:13][C:12]=2[CH:29]=1.Cl. The catalyst is CO. The product is [NH:19]1[CH2:20][CH2:21][CH:17]([N:16]2[CH2:15][CH2:14][S:13][C:12]3[CH:29]=[C:8]([NH:7][C:6]([C:2]4[S:1][CH:5]=[CH:4][CH:3]=4)=[NH:30])[CH:9]=[CH:10][C:11]2=3)[CH2:18]1. The yield is 0.790.